This data is from Full USPTO retrosynthesis dataset with 1.9M reactions from patents (1976-2016). The task is: Predict the reactants needed to synthesize the given product. (1) The reactants are: [C:1]([NH:9][NH:10][C:11](=[O:21])[C:12]1[CH:17]=[CH:16][CH:15]=[CH:14][C:13]=1[N+:18]([O-:20])=[O:19])(=[O:8])[C:2]1[CH:7]=[CH:6]C=[CH:4][CH:3]=1.C(Cl)(=[O:29])C1C=CC=CC=1. Given the product [N+:18]([C:13]1[CH:14]=[CH:15][CH:16]=[CH:17][C:12]=1[C:11]([NH:10][NH:9][C:1]([CH:2]1[CH2:7][CH2:6][O:29][CH2:4][CH2:3]1)=[O:8])=[O:21])([O-:20])=[O:19], predict the reactants needed to synthesize it. (2) Given the product [F:1][C:2]1[CH:7]=[CH:6][CH:5]=[CH:4][C:3]=1[N:8]1[C:12]([C:13]2[N:14]=[CH:15][N:16]([C:18]3[CH:26]=[CH:25][C:21]([C:22]([NH:36][CH:37]([CH3:42])[CH3:38])=[O:23])=[CH:20][N:19]=3)[CH:17]=2)=[C:11]([CH3:27])[N:10]=[N:9]1, predict the reactants needed to synthesize it. The reactants are: [F:1][C:2]1[CH:7]=[CH:6][CH:5]=[CH:4][C:3]=1[N:8]1[C:12]([C:13]2[N:14]=[CH:15][N:16]([C:18]3[CH:26]=[CH:25][C:21]([C:22](O)=[O:23])=[CH:20][N:19]=3)[CH:17]=2)=[C:11]([CH3:27])[N:10]=[N:9]1.CN(C(O[N:36]1N=N[C:38]2C=CC=[CH:42][C:37]1=2)=[N+](C)C)C.[B-](F)(F)(F)F.CCN(C(C)C)C(C)C.C(N)(C)C. (3) The reactants are: [C:1](OC(=O)C)(=[O:3])[CH3:2].[CH2:8]([O:10][C:11]1[CH:12]=[C:13]([C:20]2[C@@H:29]3[C@@H:24]([CH2:25][CH:26]=[CH:27][CH2:28]3)[C:23](=[O:30])[N:22]([CH:31]3[CH2:36][CH2:35][N:34](S(C4C=CC(C)=CC=4)(=O)=O)[CH2:33][CH2:32]3)[N:21]=2)[CH:14]=[CH:15][C:16]=1[O:17][CH2:18][CH3:19])[CH3:9]. Given the product [C:1]([N:34]1[CH2:35][CH2:36][CH:31]([N:22]2[N:21]=[C:20]([C:13]3[CH:14]=[CH:15][C:16]([O:17][CH2:18][CH3:19])=[C:11]([O:10][CH2:8][CH3:9])[CH:12]=3)[C@@H:29]3[C@@H:24]([CH2:25][CH:26]=[CH:27][CH2:28]3)[C:23]2=[O:30])[CH2:32][CH2:33]1)(=[O:3])[CH3:2], predict the reactants needed to synthesize it.